Dataset: Forward reaction prediction with 1.9M reactions from USPTO patents (1976-2016). Task: Predict the product of the given reaction. Given the reactants [C:1]([C:4]1[S:5][CH:6]=[C:7]2[C:12]=1[C:11](=[O:13])[N:10]([C:14]1[CH:19]=[C:18]([O:20][CH2:21][C:22]3[C:27]([O:28][CH2:29][CH2:30][OH:31])=[CH:26][CH:25]=[C:24]([F:32])[C:23]=3[F:33])[CH:17]=[CH:16][C:15]=1[F:34])[C:9](=[O:35])[NH:8]2)([OH:3])=[O:2].O1CC[CH2:38][CH2:37]1.O.C1(C)C=CC(S(O)(=O)=O)=CC=1, predict the reaction product. The product is: [CH2:37]([O:2][C:1]([C:4]1[S:5][CH:6]=[C:7]2[C:12]=1[C:11](=[O:13])[N:10]([C:14]1[CH:19]=[C:18]([O:20][CH2:21][C:22]3[C:27]([O:28][CH2:29][CH2:30][OH:31])=[CH:26][CH:25]=[C:24]([F:32])[C:23]=3[F:33])[CH:17]=[CH:16][C:15]=1[F:34])[C:9](=[O:35])[NH:8]2)=[O:3])[CH3:38].